Dataset: Peptide-MHC class II binding affinity with 134,281 pairs from IEDB. Task: Regression. Given a peptide amino acid sequence and an MHC pseudo amino acid sequence, predict their binding affinity value. This is MHC class II binding data. (1) The peptide sequence is NKVKSLRILNTRRKL. The MHC is DRB3_0101 with pseudo-sequence DRB3_0101. The binding affinity (normalized) is 0.256. (2) The peptide sequence is GINITNFRAILTAFS. The MHC is DRB5_0101 with pseudo-sequence DRB5_0101. The binding affinity (normalized) is 0.514. (3) The peptide sequence is YGRIAECILGMNPSR. The MHC is HLA-DPA10301-DPB10402 with pseudo-sequence HLA-DPA10301-DPB10402. The binding affinity (normalized) is 0.488. (4) The peptide sequence is KCIEWEKAQHGA. The MHC is DRB1_0101 with pseudo-sequence DRB1_0101. The binding affinity (normalized) is 0.728. (5) The peptide sequence is SLQYLALVALVAPKK. The MHC is HLA-DQA10401-DQB10402 with pseudo-sequence HLA-DQA10401-DQB10402. The binding affinity (normalized) is 0.237. (6) The peptide sequence is INEPRAAAIAYGLDR. The MHC is HLA-DQA10102-DQB10602 with pseudo-sequence HLA-DQA10102-DQB10602. The binding affinity (normalized) is 0.779.